This data is from Forward reaction prediction with 1.9M reactions from USPTO patents (1976-2016). The task is: Predict the product of the given reaction. (1) The product is: [OH:31][C:4]1[CH:5]=[C:6]2[C:29](=[CH:30][C:3]=1[O:2][CH3:1])[C:9]1[N:10]([CH2:21][O:22][CH2:23][CH2:24][Si:25]([CH3:27])([CH3:28])[CH3:26])[N:11]=[C:12]([C:13]3[CH:14]=[CH:15][C:16]([C:19]#[N:20])=[N:17][CH:18]=3)[C:8]=1[CH2:7]2. Given the reactants [CH3:1][O:2][C:3]1[CH:30]=[C:29]2[C:6]([CH2:7][C:8]3[C:12]([C:13]4[CH:14]=[CH:15][C:16]([C:19]#[N:20])=[N:17][CH:18]=4)=[N:11][N:10]([CH2:21][O:22][CH2:23][CH2:24][Si:25]([CH3:28])([CH3:27])[CH3:26])[C:9]=32)=[CH:5][C:4]=1[O:31]COCC[Si](C)(C)C.Cl, predict the reaction product. (2) Given the reactants [H-].[H-].[H-].[H-].[Li+].[Al+3].[C:7]([C:9]1[CH:14]=[CH:13][C:12]([C:15]2[N:16]=[CH:17][N:18]([CH2:25][O:26][CH2:27][CH2:28][Si:29]([CH3:32])([CH3:31])[CH3:30])[C:19]=2[C:20](OCC)=[O:21])=[CH:11][CH:10]=1)#[N:8], predict the reaction product. The product is: [OH:21][CH2:20][C:19]1[N:18]([CH2:25][O:26][CH2:27][CH2:28][Si:29]([CH3:32])([CH3:31])[CH3:30])[CH:17]=[N:16][C:15]=1[C:12]1[CH:13]=[CH:14][C:9]([C:7]#[N:8])=[CH:10][CH:11]=1. (3) Given the reactants Cl[CH2:2][C:3]([O:5][C:6]1[CH:11]=[CH:10][C:9](/[C:12](/[C:22]2[CH:27]=[CH:26][C:25](/[CH:28]=[CH:29]/[C:30]([OH:32])=[O:31])=[CH:24][CH:23]=2)=[C:13](\[C:16]2[CH:21]=[CH:20][CH:19]=[CH:18][CH:17]=2)/[CH2:14][CH3:15])=[CH:8][CH:7]=1)=[O:4].[Na+].[I-].[NH:35]1[CH2:40][CH2:39][O:38][CH2:37][CH2:36]1.Cl, predict the reaction product. The product is: [N:35]1([CH2:2][C:3]([O:5][C:6]2[CH:11]=[CH:10][C:9](/[C:12](/[C:22]3[CH:27]=[CH:26][C:25](/[CH:28]=[CH:29]/[C:30]([OH:32])=[O:31])=[CH:24][CH:23]=3)=[C:13](\[C:16]3[CH:21]=[CH:20][CH:19]=[CH:18][CH:17]=3)/[CH2:14][CH3:15])=[CH:8][CH:7]=2)=[O:4])[CH2:40][CH2:39][O:38][CH2:37][CH2:36]1. (4) The product is: [CH2:1]([NH:3][C:7]1[CH:27]=[CH:26][C:10]2[N:11]([CH2:19][CH:20]3[CH2:21][CH2:22][O:23][CH2:24][CH2:25]3)[C:12]([C:14]([O:17][CH3:18])([CH3:16])[CH3:15])=[N:13][C:9]=2[CH:8]=1)[CH3:2]. Given the reactants [CH2:1]([N:3]([C:7]1[CH:27]=[CH:26][C:10]2[N:11]([CH2:19][CH:20]3[CH2:25][CH2:24][O:23][CH2:22][CH2:21]3)[C:12]([C:14]([O:17][CH3:18])([CH3:16])[CH3:15])=[N:13][C:9]=2[CH:8]=1)C(=O)C)[CH3:2], predict the reaction product. (5) Given the reactants [Br-:1].O[CH:3]1[CH2:7][CH2:6][N@@+:5]([CH3:18])([CH2:8][C:9](=O)[NH:10][C:11]2[CH:16]=[N:15][CH:14]=CN=2)[CH2:4]1.[H-].[Na+].[CH:21]1([C:27]([OH:37])([C:31]2[CH:36]=[CH:35][CH:34]=[CH:33][CH:32]=2)[C:28]([OH:30])=[O:29])[CH2:26][CH2:25][CH2:24][CH2:23][CH2:22]1.C1N=C[N:40]([C:43](N2C=NC=C2)=[O:44])C=1.[Na].[Br-].O[C@@H]1CC[N+](C)(CC(=O)NC2C=NC=CN=2)C1, predict the reaction product. The product is: [Br-:1].[CH:31]1([C:27]([OH:37])([C:21]2[CH:26]=[CH:25][CH:24]=[CH:23][CH:22]=2)[C:28]([O:30][CH:4]2[CH2:3][CH2:7][CH2:6][N+:5]2([CH3:18])[CH:8]([C:9]2[CH:14]=[N:15][CH:16]=[CH:11][N:10]=2)[C:43](=[O:44])[NH2:40])=[O:29])[CH2:32][CH2:33][CH2:34][CH2:35][CH2:36]1. (6) Given the reactants [Br:1][C:2]1[CH:7]=[C:6]([CH3:8])[C:5]([C:9]([F:12])([F:11])[F:10])=[CH:4][C:3]=1[CH2:13][NH2:14].[F:15][C:16]([F:30])([F:29])[C:17]1[CH:18]=[C:19]([CH:22]=[C:23]([C:25]([F:28])([F:27])[F:26])[CH:24]=1)[CH:20]=O.[B-](OC(C)=O)(OC(C)=O)OC(C)=O.[Na+].C([O-])(O)=O.[Na+], predict the reaction product. The product is: [Br:1][C:2]1[CH:7]=[C:6]([CH3:8])[C:5]([C:9]([F:11])([F:12])[F:10])=[CH:4][C:3]=1[CH2:13][NH:14][CH2:20][C:19]1[CH:22]=[C:23]([C:25]([F:27])([F:28])[F:26])[CH:24]=[C:17]([C:16]([F:15])([F:29])[F:30])[CH:18]=1. (7) Given the reactants BrCCO.Cl.C1([CH:12]([CH:16]2[CH2:21][CH2:20][N:19](C3C=CC(NC(C4C=CC=CC=4C4C=CC(C(F)(F)F)=CC=4)=O)=CC=3)[CH2:18][CH2:17]2)[C:13]([OH:15])=[O:14])C=CC=CC=1, predict the reaction product. The product is: [NH:19]1[CH2:20][CH2:21][CH:16]([CH2:12][C:13]([OH:15])=[O:14])[CH2:17][CH2:18]1.